The task is: Binary Classification. Given a drug SMILES string, predict its activity (active/inactive) in a high-throughput screening assay against a specified biological target.. This data is from HIV replication inhibition screening data with 41,000+ compounds from the AIDS Antiviral Screen. (1) The drug is O=C(O)C(O)(O)C(O)(O)C(=O)O. The result is 0 (inactive). (2) The molecule is CC1CCCCC12C(C#N)(C#N)C2(C#N)C#N. The result is 0 (inactive). (3) The molecule is COc1ccc2cc3c4cc(OC)c(OC)cc4ccn3c2c1. The result is 0 (inactive). (4) The compound is CC1(C)CNC(=O)C2(CCCO2)CNC(C)(C)CNC(=O)C2(CCCO2)CN1. The result is 0 (inactive). (5) The compound is CCC1=C(C)C2=[N+]3C1=CC1=C(C)C(CC)=C4C(C=O)=C5C(C)=C(CC)C6=[N+]5[Ni-2]3([NH+]3C(=C6)C(C)=C(CC)C3=C2)[NH+]14. The result is 0 (inactive). (6) The molecule is CC(C)(C)C1=CC(=C2C(=O)C(=O)c3ccccc3C2=O)C=C(C(C)(C)C)C1=O. The result is 0 (inactive). (7) The molecule is CC1=CCC2(C)CCC(O)(C(C)C)C2C(OC(=O)c2ccccc2)C1. The result is 0 (inactive). (8) The compound is COc1ccc(N=c2ssc(SC)c2-c2ccccc2)cc1. The result is 0 (inactive). (9) The molecule is CSC1=Nc2ccccc2N=C(c2ccc(Cl)cc2)C1. The result is 0 (inactive). (10) The compound is O=[N+]([O-])c1ccc2c(c1)C(=NN=C1c3cc([N+](=O)[O-])ccc3-c3c1cc([N+](=O)[O-])cc3[N+](=O)[O-])c1cc([N+](=O)[O-])cc([N+](=O)[O-])c1-2. The result is 0 (inactive).